Dataset: Reaction yield outcomes from USPTO patents with 853,638 reactions. Task: Predict the reaction yield, written as a fraction of the theoretical maximum amount of product (1.0 means a 100% yield; for example, 0.34 means a 34% yield). The reactants are [S:1]([N:11]1[C:15]2=[N:16][CH:17]=[CH:18][CH:19]=[C:14]2[C:13]([CH:20]=[O:21])=[CH:12]1)([C:4]1[CH:10]=[CH:9][C:7]([CH3:8])=[CH:6][CH:5]=1)(=[O:3])=[O:2].CO. No catalyst specified. The product is [S:1]([N:11]1[C:15]2=[N:16][CH:17]=[CH:18][CH:19]=[C:14]2[C:13]([CH2:20][OH:21])=[CH:12]1)([C:4]1[CH:10]=[CH:9][C:7]([CH3:8])=[CH:6][CH:5]=1)(=[O:3])=[O:2]. The yield is 0.800.